This data is from Catalyst prediction with 721,799 reactions and 888 catalyst types from USPTO. The task is: Predict which catalyst facilitates the given reaction. (1) Reactant: [F:1][C:2]1[CH:7]=[C:6]([N+:8]([O-])=O)[CH:5]=[CH:4][C:3]=1[N:11]1[CH2:15][CH2:14][CH2:13][C:12]1=[O:16]. Product: [NH2:8][C:6]1[CH:5]=[CH:4][C:3]([N:11]2[CH2:15][CH2:14][CH2:13][C:12]2=[O:16])=[C:2]([F:1])[CH:7]=1. The catalyst class is: 403. (2) Reactant: [CH3:1][NH:2][N:3]=[C:4]([CH3:10])[CH2:5][S:6]([CH3:9])(=[O:8])=[O:7].O1CCCC1.C(N(CC)CC)C.[Cl:23][C:24]1[CH:29]=[CH:28][C:27]([C:30]2[CH:31]=[CH:32][C:33]([CH2:41][CH3:42])=[C:34]([C:36](=[O:40])[C:37](Cl)=[O:38])[CH:35]=2)=[CH:26][CH:25]=1. Product: [Cl:23][C:24]1[CH:29]=[CH:28][C:27]([C:30]2[CH:31]=[CH:32][C:33]([CH2:41][CH3:42])=[C:34]([C:36](=[O:40])[C:37]([N:2]([CH3:1])[N:3]=[C:4]([CH3:10])[CH2:5][S:6]([CH3:9])(=[O:8])=[O:7])=[O:38])[CH:35]=2)=[CH:26][CH:25]=1. The catalyst class is: 81. (3) Reactant: [CH3:1][O:2][C:3](=[O:39])[N:4]=[C:5]([S:37][CH3:38])[C:6]([C:20]1[CH:25]=[C:24]([CH2:26][CH3:27])[CH:23]=[C:22]([O:28][Si](C(C)(C)C)(C)C)[C:21]=1[F:36])=[N:7][C:8]1[CH:13]=[CH:12][C:11]([C:14]2[N:18]=[C:17]([CH3:19])[O:16][N:15]=2)=[CH:10][CH:9]=1.CCCC[N+](CCCC)(CCCC)CCCC.[F-].C(OCC)(=O)C.O. Product: [CH3:1][O:2][C:3](=[O:39])[N:4]=[C:5]([S:37][CH3:38])[C:6]([C:20]1[CH:25]=[C:24]([CH2:26][CH3:27])[CH:23]=[C:22]([OH:28])[C:21]=1[F:36])=[N:7][C:8]1[CH:13]=[CH:12][C:11]([C:14]2[N:18]=[C:17]([CH3:19])[O:16][N:15]=2)=[CH:10][CH:9]=1. The catalyst class is: 1. (4) Reactant: [CH:1]12[O:8][CH:5]([CH2:6][CH2:7]1)[CH2:4][N:3]([C:9]1[N:14]=[C:13]([C:15]3[CH:21]=[CH:20][C:18]([NH2:19])=[CH:17][CH:16]=3)[N:12]=[C:11]3[N:22]([CH2:25][CH3:26])[N:23]=[CH:24][C:10]=13)[CH2:2]2.Cl[C:28](Cl)([O:30][C:31](=O)[O:32]C(Cl)(Cl)Cl)Cl.CO. Product: [CH3:28][O:30][C:31](=[O:32])[NH:19][C:18]1[CH:20]=[CH:21][C:15]([C:13]2[N:12]=[C:11]3[N:22]([CH2:25][CH3:26])[N:23]=[CH:24][C:10]3=[C:9]([N:3]3[CH2:2][CH:1]4[O:8][CH:5]([CH2:6][CH2:7]4)[CH2:4]3)[N:14]=2)=[CH:16][CH:17]=1. The catalyst class is: 4. (5) Reactant: [OH:1][C:2]1[C:3]([C:8]([OH:10])=[O:9])=[N:4][CH:5]=[CH:6][CH:7]=1.S(=O)(=O)(O)O.[CH2:16](O)[CH3:17]. Product: [OH:1][C:2]1[C:3]([C:8]([O:10][CH2:16][CH3:17])=[O:9])=[N:4][CH:5]=[CH:6][CH:7]=1. The catalyst class is: 48. (6) Reactant: C[O:2][C:3](=[O:16])[C@H:4]([CH3:15])[NH:5][CH2:6][C:7]1[C:12]([F:13])=[CH:11][CH:10]=[CH:9][C:8]=1[F:14].[Br:17][C:18]1[CH:23]=[CH:22][C:21]([N+:24]([O-:26])=[O:25])=[C:20](F)[CH:19]=1.C(=O)([O-])[O-].[K+].[K+].Cl. The catalyst class is: 40. Product: [Br:17][C:18]1[CH:19]=[CH:20][C:21]([N+:24]([O-:26])=[O:25])=[C:22]([N:5]([CH2:6][C:7]2[C:12]([F:13])=[CH:11][CH:10]=[CH:9][C:8]=2[F:14])[C@H:4]([C:3]([OH:2])=[O:16])[CH3:15])[CH:23]=1. (7) Reactant: [OH:1][C:2]1[CH:7]=[CH:6][C:5]([C:8]2[O:12][C:11]([O:13][CH3:14])=[N:10][C:9]=2[C:15]2[CH:20]=[CH:19][C:18]([O:21][CH3:22])=[CH:17][CH:16]=2)=[CH:4][CH:3]=1.Br[CH2:24][CH2:25][O:26][Si](C(C)(C)C)(C)C.C(=O)([O-])[O-].[K+].[K+].[I-].[K+]. Product: [CH3:14][O:13][C:11]1[O:12][C:8]([C:5]2[CH:6]=[CH:7][C:2]([O:1][CH2:24][CH2:25][OH:26])=[CH:3][CH:4]=2)=[C:9]([C:15]2[CH:20]=[CH:19][C:18]([O:21][CH3:22])=[CH:17][CH:16]=2)[N:10]=1. The catalyst class is: 9.